Dataset: Forward reaction prediction with 1.9M reactions from USPTO patents (1976-2016). Task: Predict the product of the given reaction. (1) Given the reactants [CH2:1]([C:5]12[CH2:17][CH:16]([CH2:18][CH:19]=[O:20])[C:15](=[O:21])[C:14]([CH3:22])=[C:13]1[C:12]1[C:7](=[CH:8][C:9]([O:23]COC)=[CH:10][CH:11]=1)[CH2:6]2)[CH2:2][CH2:3][CH3:4].Cl, predict the reaction product. The product is: [CH2:1]([C:5]12[CH2:17][CH:16]([CH2:18][CH:19]=[O:20])[C:15](=[O:21])[C:14]([CH3:22])=[C:13]1[C:12]1[C:7](=[CH:8][C:9]([OH:23])=[CH:10][CH:11]=1)[CH2:6]2)[CH2:2][CH2:3][CH3:4]. (2) Given the reactants [S:1]1[C:5]([C:6]([O:8]C)=[O:7])=[CH:4][C:3]2[CH2:10][CH2:11][CH2:12][C:2]1=2.C1COCC1.CCO.O.[Li+].[OH-].Cl, predict the reaction product. The product is: [S:1]1[C:5]([C:6]([OH:8])=[O:7])=[CH:4][C:3]2[CH2:10][CH2:11][CH2:12][C:2]1=2. (3) Given the reactants C([N:3]([CH2:6][CH3:7])CC)C.[C:8]([O:11][CH:12]=[CH2:13])(=[O:10])C.C[CH2:15][O:16]CC, predict the reaction product. The product is: [CH2:12]([O:11][C:8]([C:6]1[CH:7]=[CH:15][O:16][N:3]=1)=[O:10])[CH3:13]. (4) Given the reactants [F:1][C:2]1[CH:7]=[CH:6][C:5]([NH:8][C:9](=[O:29])[CH2:10][C:11]([NH:13][C:14]2[CH:19]=[CH:18][C:17]([O:20][C:21]3[CH:26]=[CH:25][N:24]=[C:23]([NH2:27])[CH:22]=3)=[CH:16][C:15]=2[F:28])=[O:12])=[CH:4][CH:3]=1.C(N(CC)CC)C.[C:37](Cl)(=[O:39])[CH3:38].[OH-].[Na+], predict the reaction product. The product is: [F:1][C:2]1[CH:3]=[CH:4][C:5]([NH:8][C:9](=[O:29])[CH2:10][C:11]([NH:13][C:14]2[CH:19]=[CH:18][C:17]([O:20][C:21]3[CH:26]=[CH:25][N:24]=[C:23]([NH:27][C:37](=[O:39])[CH3:38])[CH:22]=3)=[CH:16][C:15]=2[F:28])=[O:12])=[CH:6][CH:7]=1. (5) Given the reactants [OH:1][CH2:2][C:3]1[NH:4][C:5]2[C:10]([CH:11]=1)=[CH:9][CH:8]=[CH:7][C:6]=2[NH:12][S:13]([C:16]1[S:17][CH:18]=[CH:19][CH:20]=1)(=[O:15])=[O:14], predict the reaction product. The product is: [CH:2]([C:3]1[NH:4][C:5]2[C:10]([CH:11]=1)=[CH:9][CH:8]=[CH:7][C:6]=2[NH:12][S:13]([C:16]1[S:17][CH:18]=[CH:19][CH:20]=1)(=[O:14])=[O:15])=[O:1]. (6) Given the reactants N(C(OCC)=O)=NC(OCC)=O.Cl[C:14]1[C:23]2[C:18](=[CH:19][C:20](OC)=[C:21](O)[CH:22]=2)[N:17]=[CH:16][N:15]=1.C1(P(C2C=CC=CC=2)C2C=CC=CC=2)C=CC=CC=1.C(OC(N1CCCC(O)C1)=O)(C)(C)C, predict the reaction product. The product is: [N:17]1[C:18]2[C:23](=[CH:22][CH:21]=[CH:20][CH:19]=2)[CH:14]=[N:15][CH:16]=1. (7) Given the reactants [C:1]([NH:5][C@H:6]1[CH2:10][CH2:9][C@@H:8]([C:11]([OH:13])=O)[CH2:7]1)(=[O:4])[CH2:2][CH3:3].ClC(N(C)C)=C(C)C.[CH3:22][NH:23][C:24]1[CH:29]=[CH:28][C:27]([C:30]2[N:34]([CH3:35])[C:33]3[CH:36]=[CH:37][CH:38]=[CH:39][C:32]=3[N:31]=2)=[CH:26][CH:25]=1.N1C(C)=CC(C)=CC=1C, predict the reaction product. The product is: [CH3:22][N:23]([C:24]1[CH:29]=[CH:28][C:27]([C:30]2[N:34]([CH3:35])[C:33]3[CH:36]=[CH:37][CH:38]=[CH:39][C:32]=3[N:31]=2)=[CH:26][CH:25]=1)[C:11]([C@@H:8]1[CH2:9][CH2:10][C@H:6]([NH:5][C:1](=[O:4])[CH2:2][CH3:3])[CH2:7]1)=[O:13]. (8) Given the reactants [NH2:1][C@@H:2]([CH2:13][OH:14])[CH2:3][C:4]1[C:12]2[C:7](=[CH:8][CH:9]=[CH:10][CH:11]=2)[NH:6][CH:5]=1.C(N(CC)CC)C.[Br:22][C:23]1[CH:24]=[CH:25][C:26]([O:33][CH3:34])=[C:27]([S:29](Cl)(=[O:31])=[O:30])[CH:28]=1.O, predict the reaction product. The product is: [Br:22][C:23]1[CH:24]=[CH:25][C:26]([O:33][CH3:34])=[C:27]([S:29]([NH:1][C@H:2]([CH2:3][C:4]2[C:12]3[C:7](=[CH:8][CH:9]=[CH:10][CH:11]=3)[NH:6][CH:5]=2)[CH2:13][OH:14])(=[O:30])=[O:31])[CH:28]=1.